The task is: Predict the product of the given reaction.. This data is from Forward reaction prediction with 1.9M reactions from USPTO patents (1976-2016). (1) The product is: [Cl:1][C:2]1[N:3]=[C:4]([N:23]2[CH2:28][CH2:27][O:26][CH2:25][CH2:24]2)[C:5]2[S:10][C:9]([CH2:11][N:12]3[CH2:17][CH2:16][CH:15]([NH:18][CH:29]4[CH2:31][CH2:30]4)[CH2:14][CH2:13]3)=[CH:8][C:6]=2[N:7]=1. Given the reactants [Cl:1][C:2]1[N:3]=[C:4]([N:23]2[CH2:28][CH2:27][O:26][CH2:25][CH2:24]2)[C:5]2[S:10][C:9]([CH2:11][N:12]3[CH2:17][CH2:16][CH:15]([NH:18]CC4CC4)[CH2:14][CH2:13]3)=[CH:8][C:6]=2[N:7]=1.[CH:29]1(N)[CH2:31][CH2:30]1, predict the reaction product. (2) Given the reactants CC(C)([O-])C.[K+].N[CH:8]=[CH:9][C:10](=[O:15])[C:11]([F:14])([F:13])[F:12].CO[CH:18](OC)[CH2:19][C:20]#[N:21].Cl, predict the reaction product. The product is: [F:12][C:11]([F:14])([F:13])[C:10](=[O:15])[CH:9]=[CH:8][CH:18]=[CH:19][C:20]#[N:21]. (3) Given the reactants [N+:1]([C:4]1[CH:9]=[CH:8][C:7]([NH:10][CH:11]2[CH2:16][CH2:15][CH:14]([O:17][CH2:18][C:19](O)=[O:20])[CH2:13][CH2:12]2)=[CH:6][C:5]=1[C:22]([F:25])([F:24])[F:23])([O-:3])=[O:2].[N:26]1([C:32]2[CH:41]=[CH:40][C:39]3[C:34](=[CH:35][CH:36]=[C:37]([C:42]([F:45])([F:44])[F:43])[CH:38]=3)[N:33]=2)[CH2:31][CH2:30][NH:29][CH2:28][CH2:27]1.CCN=C=NCCCN(C)C.Cl.C1C=CC2N(O)N=NC=2C=1.CCN(CC)CC, predict the reaction product. The product is: [N+:1]([C:4]1[CH:9]=[CH:8][C:7]([NH:10][CH:11]2[CH2:12][CH2:13][CH:14]([O:17][CH2:18][C:19]([N:29]3[CH2:30][CH2:31][N:26]([C:32]4[CH:41]=[CH:40][C:39]5[C:34](=[CH:35][CH:36]=[C:37]([C:42]([F:45])([F:43])[F:44])[CH:38]=5)[N:33]=4)[CH2:27][CH2:28]3)=[O:20])[CH2:15][CH2:16]2)=[CH:6][C:5]=1[C:22]([F:23])([F:24])[F:25])([O-:3])=[O:2]. (4) Given the reactants [NH:1]1[CH2:4][CH:3]([N:5]2[C:9]([C:10]3[CH:11]=[C:12]([C:34]4[CH:39]=[CH:38][C:37]([C:40]([F:43])([F:42])[F:41])=[CH:36][CH:35]=4)[CH:13]=[CH:14][C:15]=3[O:16][C:17]3[C:22]([Cl:23])=[CH:21][C:20]([S:24]([NH:27][C:28]4[S:29][CH:30]=[N:31][N:32]=4)(=[O:26])=[O:25])=[C:19]([F:33])[CH:18]=3)=[CH:8][CH:7]=[N:6]2)[CH2:2]1.C=O.[C:46](O[BH-](OC(=O)C)OC(=O)C)(=O)C.[Na+], predict the reaction product. The product is: [Cl:23][C:22]1[C:17]([O:16][C:15]2[CH:14]=[CH:13][C:12]([C:34]3[CH:35]=[CH:36][C:37]([C:40]([F:42])([F:43])[F:41])=[CH:38][CH:39]=3)=[CH:11][C:10]=2[C:9]2[N:5]([CH:3]3[CH2:2][N:1]([CH3:46])[CH2:4]3)[N:6]=[CH:7][CH:8]=2)=[CH:18][C:19]([F:33])=[C:20]([S:24]([NH:27][C:28]2[S:29][CH:30]=[N:31][N:32]=2)(=[O:26])=[O:25])[CH:21]=1. (5) The product is: [C:15]([O:3][C:1]([NH:61][CH2:60][C:57]1[CH:58]=[CH:59][C:50]([NH:49][C:36]2[CH:37]=[C:38]([C:45]([F:48])([F:47])[F:46])[CH:39]=[CH:40][C:41]=2[N+:42]([O-:44])=[O:43])=[C:51]([CH:56]=1)[C:52]([O:54][CH3:55])=[O:53])=[O:4])([CH3:20])([CH3:16])[CH3:14]. Given the reactants [C:1]([O-:4])([O-:3])=O.[Cs+].[Cs+].C1(P(C2CCCCC2)[C:14]2C=CC=[CH:16][C:15]=2[C:20]2C=CC=CC=2N(C)C)CCCCC1.Br[C:36]1[CH:37]=[C:38]([C:45]([F:48])([F:47])[F:46])[CH:39]=[CH:40][C:41]=1[N+:42]([O-:44])=[O:43].[NH2:49][C:50]1[CH:59]=[CH:58][C:57]([CH:60](C(OC(C)(C)C)=O)[NH2:61])=[CH:56][C:51]=1[C:52]([O:54][CH3:55])=[O:53], predict the reaction product.